Dataset: Reaction yield outcomes from USPTO patents with 853,638 reactions. Task: Predict the reaction yield, written as a fraction of the theoretical maximum amount of product (1.0 means a 100% yield; for example, 0.34 means a 34% yield). The catalyst is C(Cl)(Cl)(Cl)Cl. The reactants are [Br:1][C:2]1[CH:7]=[C:6]([F:8])[CH:5]=[CH:4][C:3]=1[CH3:9].[Br:10]N1C(=O)CCC1=O. The yield is 0.870. The product is [Br:1][C:2]1[CH:7]=[C:6]([F:8])[CH:5]=[CH:4][C:3]=1[CH2:9][Br:10].